Dataset: Forward reaction prediction with 1.9M reactions from USPTO patents (1976-2016). Task: Predict the product of the given reaction. Given the reactants [N+:1]([C:4]1[CH:5]=[C:6]([CH2:10][C:11]2[C:19]3[C:14](=[CH:15][CH:16]=[CH:17][CH:18]=3)[N:13]([CH2:20][C:21]([O:23]CC)=[O:22])[CH:12]=2)[CH:7]=[CH:8][CH:9]=1)([O-:3])=[O:2].[OH-].[Na+].Cl, predict the reaction product. The product is: [N+:1]([C:4]1[CH:5]=[C:6]([CH2:10][C:11]2[C:19]3[C:14](=[CH:15][CH:16]=[CH:17][CH:18]=3)[N:13]([CH2:20][C:21]([OH:23])=[O:22])[CH:12]=2)[CH:7]=[CH:8][CH:9]=1)([O-:3])=[O:2].